From a dataset of Reaction yield outcomes from USPTO patents with 853,638 reactions. Predict the reaction yield, written as a fraction of the theoretical maximum amount of product (1.0 means a 100% yield; for example, 0.34 means a 34% yield). (1) The reactants are [CH:1]([C:4]1[N:9]([C:10]2[CH:15]=[CH:14][CH:13]=[CH:12][CH:11]=2)[C:8](=[O:16])[CH:7]=[C:6]([NH:17][C:18]2[CH:27]=[CH:26][CH:25]=[CH:24][C:19]=2C(OC)=O)[CH:5]=1)([CH3:3])[CH3:2].[C:28](=[O:31])(O)[O-].[K+]. The catalyst is O. The product is [CH:1]([C:4]1[N:9]([C:10]2[CH:15]=[CH:14][CH:13]=[CH:12][CH:11]=2)[C:28](=[O:31])[C:7]2[C:8](=[O:16])[C:27]3[CH:26]=[CH:25][CH:24]=[CH:19][C:18]=3[NH:17][C:6]=2[CH:5]=1)([CH3:3])[CH3:2]. The yield is 0.550. (2) The reactants are Cl[C:2]([O:4][CH2:5][C:6]1[CH:11]=[CH:10][CH:9]=[CH:8][C:7]=1[Cl:12])=[O:3].[O:13]1[C:17]2[CH:18]=[CH:19][C:20]([C:22]3[N:26]=[C:25]([CH:27]4[CH2:32][CH2:31][N:30](S(CC5C=CC=CC=5)(=O)=O)[CH2:29][CH2:28]4)[NH:24][C:23]=3[C:43]3[CH:48]=[CH:47][CH:46]=[CH:45][N:44]=3)=[CH:21][C:16]=2[O:15][CH2:14]1. The catalyst is C1COCC1.C(=O)(O)[O-].[Na+]. The product is [Cl:12][C:7]1[CH:8]=[CH:9][CH:10]=[CH:11][C:6]=1[CH2:5][O:4][C:2]([N:30]1[CH2:29][CH2:28][CH:27]([C:25]2[NH:24][C:23]([C:43]3[CH:48]=[CH:47][CH:46]=[CH:45][N:44]=3)=[C:22]([C:20]3[CH:19]=[CH:18][C:17]4[O:13][CH2:14][O:15][C:16]=4[CH:21]=3)[N:26]=2)[CH2:32][CH2:31]1)=[O:3]. The yield is 0.700. (3) The reactants are [NH2:1][C:2]1[N:7]2[N:8]=[C:9]([C:11]3[O:12][CH:13]=[CH:14][CH:15]=3)[N:10]=[C:6]2[CH:5]=[C:4]([C:16](=O)[CH2:17]Br)[N:3]=1.[O:20]1[CH2:25][CH2:24][N:23]([CH2:26][CH2:27][NH:28][C:29]([NH2:31])=[S:30])[CH2:22][CH2:21]1. The catalyst is C(O)C. The product is [NH2:1][C:2]1[N:7]2[N:8]=[C:9]([C:11]3[O:12][CH:13]=[CH:14][CH:15]=3)[N:10]=[C:6]2[CH:5]=[C:4]([C:16]2[N:31]=[C:29]([NH:28][CH2:27][CH2:26][N:23]3[CH2:22][CH2:21][O:20][CH2:25][CH2:24]3)[S:30][CH:17]=2)[N:3]=1. The yield is 0.720. (4) The catalyst is C(O)C. The reactants are [CH:1]1[C:2]([CH2:10][C@@H:11]([NH2:28])[CH2:12][C:13]([N:15]2[CH2:27][C:19]3=[N:20][N:21]=[C:22]([C:23]([F:26])([F:25])[F:24])[N:18]3[CH2:17][CH2:16]2)=[O:14])=[C:3]([F:9])[CH:4]=[C:5]([F:8])[C:6]=1[F:7].C(OCC)(=O)C.[C:35]([OH:43])(=[O:42])[C@H:36]([CH2:38][C:39]([OH:41])=[O:40])[OH:37]. The yield is 0.870. The product is [CH:1]1[C:2]([CH2:10][C@@H:11]([NH2:28])[CH2:12][C:13]([N:15]2[CH2:27][C:19]3=[N:20][N:21]=[C:22]([C:23]([F:26])([F:25])[F:24])[N:18]3[CH2:17][CH2:16]2)=[O:14])=[C:3]([F:9])[CH:4]=[C:5]([F:8])[C:6]=1[F:7].[C:35]([O-:43])(=[O:42])[C@H:36]([CH2:38][C:39]([O-:41])=[O:40])[OH:37].